From a dataset of Peptide-MHC class I binding affinity with 185,985 pairs from IEDB/IMGT. Regression. Given a peptide amino acid sequence and an MHC pseudo amino acid sequence, predict their binding affinity value. This is MHC class I binding data. (1) The peptide sequence is KRFNITVSK. The MHC is HLA-A69:01 with pseudo-sequence HLA-A69:01. The binding affinity (normalized) is 0.0847. (2) The peptide sequence is HVVNYNGLL. The MHC is HLA-A02:16 with pseudo-sequence HLA-A02:16. The binding affinity (normalized) is 0.0847. (3) The peptide sequence is KSLEFALL. The MHC is H-2-Db with pseudo-sequence H-2-Db. The binding affinity (normalized) is 0.0239.